Dataset: Peptide-MHC class II binding affinity with 134,281 pairs from IEDB. Task: Regression. Given a peptide amino acid sequence and an MHC pseudo amino acid sequence, predict their binding affinity value. This is MHC class II binding data. The binding affinity (normalized) is 0.162. The MHC is HLA-DPA10103-DPB10401 with pseudo-sequence HLA-DPA10103-DPB10401. The peptide sequence is KMIGGIGGFVKVRQYDQILI.